This data is from Peptide-MHC class II binding affinity with 134,281 pairs from IEDB. The task is: Regression. Given a peptide amino acid sequence and an MHC pseudo amino acid sequence, predict their binding affinity value. This is MHC class II binding data. (1) The peptide sequence is KGSNPNYLALLVKYV. The binding affinity (normalized) is 0.310. The MHC is HLA-DPA10201-DPB11401 with pseudo-sequence HLA-DPA10201-DPB11401. (2) The peptide sequence is LLESLSSLGAHLDSD. The MHC is DRB1_0401 with pseudo-sequence DRB1_0401. The binding affinity (normalized) is 0.516.